This data is from Full USPTO retrosynthesis dataset with 1.9M reactions from patents (1976-2016). The task is: Predict the reactants needed to synthesize the given product. (1) The reactants are: [CH:1]12[CH2:6][CH:5]1[CH2:4][C:3](=[O:7])[CH2:2]2.[Li+].CC([N-]C(C)C)C.[F:16][C:17]([F:24])([F:23])[C:18](OCC)=[O:19]. Given the product [F:16][C:17]([F:24])([F:23])[C:18]([CH:4]1[C:3](=[O:7])[CH2:2][CH:1]2[CH:5]1[CH2:6]2)=[O:19], predict the reactants needed to synthesize it. (2) Given the product [Br:10][C:6]1[CH:5]=[C:4]([C:11]([N:13]2[CH2:18][CH2:17][O:16][C:15]3[N:19]=[CH:20][C:21]([C:23]4[CH:28]=[CH:27][CH:26]=[C:25]([CH2:29][F:30])[CH:24]=4)=[CH:22][C:14]2=3)=[O:12])[CH:3]=[C:2]([Br:1])[C:7]=1[OH:8], predict the reactants needed to synthesize it. The reactants are: [Br:1][C:2]1[CH:3]=[C:4]([C:11]([N:13]2[CH2:18][CH2:17][O:16][C:15]3[N:19]=[CH:20][C:21]([C:23]4[CH:28]=[CH:27][CH:26]=[C:25]([CH2:29][F:30])[CH:24]=4)=[CH:22][C:14]2=3)=[O:12])[CH:5]=[C:6]([Br:10])[C:7]=1[O:8]C.[Br-].[Li+].N1CCNCC1. (3) Given the product [CH3:9][O:8][C:4]1[CH:3]=[C:2]([C:20]2[CH:21]=[CH:22][C:17]([O:16][CH:11]3[CH2:12][CH2:13][CH2:14][CH2:15][O:10]3)=[CH:18][CH:19]=2)[CH:7]=[CH:6][CH:5]=1, predict the reactants needed to synthesize it. The reactants are: Br[C:2]1[CH:3]=[C:4]([O:8][CH3:9])[CH:5]=[CH:6][CH:7]=1.[O:10]1[CH2:15][CH2:14][CH2:13][CH2:12][CH:11]1[O:16][C:17]1[CH:22]=[CH:21][C:20](B2OC(C)(C)C(C)(C)O2)=[CH:19][CH:18]=1. (4) Given the product [C:1]([C:5]1[CH:10]=[CH:9][C:8]([C:11]2[N:15]([CH2:16][CH3:17])[N:14]=[C:13]([C:18](=[N:23][NH:22][C:24]([NH:26][C:27]3[CH:35]=[CH:34][C:30]([C:31]([OH:33])=[O:32])=[CH:29][CH:28]=3)=[S:25])[CH3:19])[C:12]=2[OH:21])=[CH:7][CH:6]=1)([CH3:3])([CH3:2])[CH3:4], predict the reactants needed to synthesize it. The reactants are: [C:1]([C:5]1[CH:10]=[CH:9][C:8]([C:11]2[N:15]([CH2:16][CH3:17])[N:14]=[C:13]([C:18](=O)[CH3:19])[C:12]=2[OH:21])=[CH:7][CH:6]=1)([CH3:4])([CH3:3])[CH3:2].[NH:22]([C:24]([NH:26][C:27]1[CH:35]=[CH:34][C:30]([C:31]([OH:33])=[O:32])=[CH:29][CH:28]=1)=[S:25])[NH2:23].CN(C)C=O. (5) Given the product [CH:3]1([CH2:9][CH2:10][CH2:11][CH2:12][C:13]2[N:14]([CH2:27][C:25]([O:24][CH2:23][CH3:22])=[O:26])[C:15]3[CH:21]=[CH:20][CH:19]=[CH:18][C:16]=3[N:17]=2)[CH2:8][CH2:7][CH2:6][CH2:5][CH2:4]1, predict the reactants needed to synthesize it. The reactants are: [H-].[Na+].[CH:3]1([CH2:9][CH2:10][CH2:11][CH2:12][C:13]2[NH:17][C:16]3[CH:18]=[CH:19][CH:20]=[CH:21][C:15]=3[N:14]=2)[CH2:8][CH2:7][CH2:6][CH2:5][CH2:4]1.[CH3:22][CH2:23][O:24][C:25]([CH2:27]Br)=[O:26]. (6) Given the product [O:21]=[C:19]([NH:32][NH:31][S:28]([C:22]1[CH:27]=[CH:26][CH:25]=[CH:24][CH:23]=1)(=[O:29])=[O:30])/[CH:18]=[CH:17]/[C:10]1[C:11]2[C:16](=[CH:15][CH:14]=[CH:13][CH:12]=2)[N:8]([C:6]([O:5][C:1]([CH3:4])([CH3:3])[CH3:2])=[O:7])[CH:9]=1, predict the reactants needed to synthesize it. The reactants are: [C:1]([O:5][C:6]([N:8]1[C:16]2[C:11](=[CH:12][CH:13]=[CH:14][CH:15]=2)[C:10](/[CH:17]=[CH:18]/[C:19]([OH:21])=O)=[CH:9]1)=[O:7])([CH3:4])([CH3:3])[CH3:2].[C:22]1([S:28]([NH:31][NH2:32])(=[O:30])=[O:29])[CH:27]=[CH:26][CH:25]=[CH:24][CH:23]=1.CN(C(ON1N=NC2C=CC=NC1=2)=[N+](C)C)C.F[P-](F)(F)(F)(F)F.C(N(CC)C(C)C)(C)C. (7) Given the product [C:1]([O:5][C:6](=[O:32])[NH:7][CH:8]1[CH2:13][CH2:12][CH:11]([NH:14][C:15]2[N:20]=[C:19]3[NH:21][N:22]=[C:23]([C:24]4[CH:29]=[CH:28][N:27]=[C:26]([S:30]([CH3:31])=[O:41])[N:25]=4)[C:18]3=[CH:17][N:16]=2)[CH2:10][CH2:9]1)([CH3:4])([CH3:3])[CH3:2], predict the reactants needed to synthesize it. The reactants are: [C:1]([O:5][C:6](=[O:32])[NH:7][CH:8]1[CH2:13][CH2:12][CH:11]([NH:14][C:15]2[N:20]=[C:19]3[NH:21][N:22]=[C:23]([C:24]4[CH:29]=[CH:28][N:27]=[C:26]([S:30][CH3:31])[N:25]=4)[C:18]3=[CH:17][N:16]=2)[CH2:10][CH2:9]1)([CH3:4])([CH3:3])[CH3:2].C1C=C(Cl)C=C(C(OO)=[O:41])C=1.